This data is from Full USPTO retrosynthesis dataset with 1.9M reactions from patents (1976-2016). The task is: Predict the reactants needed to synthesize the given product. (1) Given the product [CH:10]1([S:9][C:4]2[C:3]([CH2:2][O:28][C:25]3[C:24]([F:29])=[CH:23][C:22]4[CH:18]([CH2:17][C:16]([OH:30])=[O:15])[CH2:19][O:20][C:21]=4[C:26]=3[F:27])=[CH:8][CH:7]=[CH:6][N:5]=2)[CH2:13][CH2:12][CH2:11]1, predict the reactants needed to synthesize it. The reactants are: Cl[CH2:2][C:3]1[C:4]([S:9][CH:10]2[CH2:13][CH2:12][CH2:11]2)=[N:5][CH:6]=[CH:7][CH:8]=1.C[O:15][C:16](=[O:30])[CH2:17][CH:18]1[C:22]2[CH:23]=[C:24]([F:29])[C:25]([OH:28])=[C:26]([F:27])[C:21]=2[O:20][CH2:19]1. (2) Given the product [C:1]([O:5][C:6]([NH:8][CH:9]1[CH2:14][CH2:13][N:12]([C:15]([O:17][CH2:18][C:19]2[CH:24]=[C:23]([C:25]([F:28])([F:27])[F:26])[CH:22]=[C:21]([C:30]#[N:31])[CH:20]=2)=[O:16])[CH2:11][CH2:10]1)=[O:7])([CH3:4])([CH3:3])[CH3:2], predict the reactants needed to synthesize it. The reactants are: [C:1]([O:5][C:6]([NH:8][CH:9]1[CH2:14][CH2:13][N:12]([C:15]([O:17][CH2:18][C:19]2[CH:24]=[C:23]([C:25]([F:28])([F:27])[F:26])[CH:22]=[C:21](Br)[CH:20]=2)=[O:16])[CH2:11][CH2:10]1)=[O:7])([CH3:4])([CH3:3])[CH3:2].[CH3:30][N:31](C=O)C. (3) Given the product [NH:19]1[C:20]2[CH:25]=[CH:24][CH:23]=[CH:22][C:21]=2[N:17]=[C:18]1[CH:14]([C:11]1([C:8]2[CH:9]=[CH:10][C:5]([O:4][CH3:3])=[CH:6][CH:7]=2)[CH2:13][CH2:12]1)[NH:15][C:16]([NH:36][C@H:37]1[CH2:42][CH2:41][C@H:40]([OH:43])[CH2:39][CH2:38]1)=[O:26], predict the reactants needed to synthesize it. The reactants are: N#N.[CH3:3][O:4][C:5]1[CH:10]=[CH:9][C:8]([C:11]2([CH:14]3[C:18]4=[N:19][C:20]5[CH:25]=[CH:24][CH:23]=[CH:22][C:21]=5[N:17]4[C:16](=[O:26])[NH:15]3)[CH2:13][CH2:12]2)=[CH:7][CH:6]=1.CCN(C(C)C)C(C)C.[NH2:36][C@H:37]1[CH2:42][CH2:41][C@H:40]([OH:43])[CH2:39][CH2:38]1. (4) The reactants are: [CH2:1]([C:3]1[N:8]([CH2:9][C:10](=[O:17])[C:11]2[CH:16]=[CH:15][CH:14]=[CH:13][CH:12]=2)[C:7](=[O:18])[C:6]2[C:19]([N:36](CC)[C:37](=O)[C:38](F)(F)F)=[C:20]([C:23]([NH:25][CH:26]3[CH2:31][CH2:30][N:29]([C:32](=[O:35])[CH2:33][OH:34])[CH2:28][CH2:27]3)=[O:24])[N:21]([CH3:22])[C:5]=2[CH:4]=1)[CH3:2].C(=O)([O-])[O-].[K+].[K+].O. Given the product [CH2:1]([C:3]1[N:8]([CH2:9][C:10](=[O:17])[C:11]2[CH:16]=[CH:15][CH:14]=[CH:13][CH:12]=2)[C:7](=[O:18])[C:6]2[C:19]([NH:36][CH2:37][CH3:38])=[C:20]([C:23]([NH:25][CH:26]3[CH2:31][CH2:30][N:29]([C:32](=[O:35])[CH2:33][OH:34])[CH2:28][CH2:27]3)=[O:24])[N:21]([CH3:22])[C:5]=2[CH:4]=1)[CH3:2], predict the reactants needed to synthesize it. (5) Given the product [CH:11]1([S:8]([C:5]2[CH:6]=[CH:7][C:2]([B:14]3[O:18][C:17]([CH3:20])([CH3:19])[C:16]([CH3:22])([CH3:21])[O:15]3)=[CH:3][CH:4]=2)(=[O:10])=[O:9])[CH2:13][CH2:12]1, predict the reactants needed to synthesize it. The reactants are: Br[C:2]1[CH:7]=[CH:6][C:5]([S:8]([CH:11]2[CH2:13][CH2:12]2)(=[O:10])=[O:9])=[CH:4][CH:3]=1.[B:14]1([B:14]2[O:18][C:17]([CH3:20])([CH3:19])[C:16]([CH3:22])([CH3:21])[O:15]2)[O:18][C:17]([CH3:20])([CH3:19])[C:16]([CH3:22])([CH3:21])[O:15]1.C([O-])(=O)C.[K+].O.